Dataset: NCI-60 drug combinations with 297,098 pairs across 59 cell lines. Task: Regression. Given two drug SMILES strings and cell line genomic features, predict the synergy score measuring deviation from expected non-interaction effect. (1) Drug 1: C1CCC(CC1)NC(=O)N(CCCl)N=O. Drug 2: CCC(=C(C1=CC=CC=C1)C2=CC=C(C=C2)OCCN(C)C)C3=CC=CC=C3.C(C(=O)O)C(CC(=O)O)(C(=O)O)O. Cell line: NCI-H226. Synergy scores: CSS=10.2, Synergy_ZIP=-4.15, Synergy_Bliss=-1.54, Synergy_Loewe=-5.86, Synergy_HSA=-3.80. (2) Drug 1: C1C(C(OC1N2C=C(C(=O)NC2=O)F)CO)O. Drug 2: COC1=C2C(=CC3=C1OC=C3)C=CC(=O)O2. Cell line: U251. Synergy scores: CSS=17.5, Synergy_ZIP=-6.97, Synergy_Bliss=4.82, Synergy_Loewe=-10.3, Synergy_HSA=2.81. (3) Drug 1: CC1=CC2C(CCC3(C2CCC3(C(=O)C)OC(=O)C)C)C4(C1=CC(=O)CC4)C. Drug 2: CCN(CC)CCCC(C)NC1=C2C=C(C=CC2=NC3=C1C=CC(=C3)Cl)OC. Cell line: SNB-19. Synergy scores: CSS=27.6, Synergy_ZIP=10.5, Synergy_Bliss=9.99, Synergy_Loewe=-10.3, Synergy_HSA=2.42. (4) Drug 1: CC1=C(C=C(C=C1)NC(=O)C2=CC=C(C=C2)CN3CCN(CC3)C)NC4=NC=CC(=N4)C5=CN=CC=C5. Drug 2: CC1CCC2CC(C(=CC=CC=CC(CC(C(=O)C(C(C(=CC(C(=O)CC(OC(=O)C3CCCCN3C(=O)C(=O)C1(O2)O)C(C)CC4CCC(C(C4)OC)OCCO)C)C)O)OC)C)C)C)OC. Cell line: BT-549. Synergy scores: CSS=-6.79, Synergy_ZIP=4.34, Synergy_Bliss=3.28, Synergy_Loewe=-12.2, Synergy_HSA=-7.49.